This data is from NCI-60 drug combinations with 297,098 pairs across 59 cell lines. The task is: Regression. Given two drug SMILES strings and cell line genomic features, predict the synergy score measuring deviation from expected non-interaction effect. (1) Drug 1: CCCS(=O)(=O)NC1=C(C(=C(C=C1)F)C(=O)C2=CNC3=C2C=C(C=N3)C4=CC=C(C=C4)Cl)F. Drug 2: CC1=CC2C(CCC3(C2CCC3(C(=O)C)OC(=O)C)C)C4(C1=CC(=O)CC4)C. Cell line: SK-OV-3. Synergy scores: CSS=2.65, Synergy_ZIP=-0.198, Synergy_Bliss=-0.916, Synergy_Loewe=-1.55, Synergy_HSA=-1.53. (2) Drug 1: C1CCC(CC1)NC(=O)N(CCCl)N=O. Drug 2: C1CCC(C(C1)N)N.C(=O)(C(=O)[O-])[O-].[Pt+4]. Cell line: SK-OV-3. Synergy scores: CSS=12.7, Synergy_ZIP=-3.41, Synergy_Bliss=-0.600, Synergy_Loewe=1.20, Synergy_HSA=0.596. (3) Drug 1: CCCS(=O)(=O)NC1=C(C(=C(C=C1)F)C(=O)C2=CNC3=C2C=C(C=N3)C4=CC=C(C=C4)Cl)F. Drug 2: C1=NC(=NC(=O)N1C2C(C(C(O2)CO)O)O)N. Cell line: SK-MEL-28. Synergy scores: CSS=33.6, Synergy_ZIP=3.62, Synergy_Bliss=4.87, Synergy_Loewe=-4.70, Synergy_HSA=1.53.